This data is from Peptide-MHC class I binding affinity with 185,985 pairs from IEDB/IMGT. The task is: Regression. Given a peptide amino acid sequence and an MHC pseudo amino acid sequence, predict their binding affinity value. This is MHC class I binding data. The peptide sequence is VTSPLTVEW. The MHC is HLA-B58:01 with pseudo-sequence HLA-B58:01. The binding affinity (normalized) is 0.967.